From a dataset of Full USPTO retrosynthesis dataset with 1.9M reactions from patents (1976-2016). Predict the reactants needed to synthesize the given product. (1) Given the product [F:22][C:23]1[CH:24]=[CH:25][C:26]([C:29]2[C:30](=[O:32])[O:31][CH2:2][C:3]=2[C:5]2[CH:6]=[CH:7][C:8]([S:11]([CH3:14])(=[O:13])=[O:12])=[CH:9][CH:10]=2)=[CH:27][CH:28]=1, predict the reactants needed to synthesize it. The reactants are: Br[CH2:2][C:3]([C:5]1[CH:10]=[CH:9][C:8]([S:11]([CH3:14])(=[O:13])=[O:12])=[CH:7][CH:6]=1)=O.CCN(CC)CC.[F:22][C:23]1[CH:28]=[CH:27][C:26]([CH2:29][C:30]([OH:32])=[O:31])=[CH:25][CH:24]=1.C1CCN2C(=NCCC2)CC1. (2) Given the product [Br:20][C:16]1[C:17]([OH:19])=[CH:18][C:8]2[CH2:7][CH2:6][NH:5][CH2:11][CH:10]([CH:12]([CH3:14])[CH3:13])[C:9]=2[CH:15]=1, predict the reactants needed to synthesize it. The reactants are: FC(F)(F)C([N:5]1[CH2:11][CH:10]([CH:12]([CH3:14])[CH3:13])[C:9]2[CH:15]=[C:16]([Br:20])[C:17]([OH:19])=[CH:18][C:8]=2[CH2:7][CH2:6]1)=O.[OH-].[Na+].Cl. (3) Given the product [CH2:3]([N:10]1[C:14]2[CH:15]=[CH:16][C:17]3[N:18]([C:19]([CH3:22])=[N:20][N:21]=3)[C:13]=2[CH:12]=[C:11]1[C:23]1[CH:24]=[CH:25][N:26]([CH3:28])[N:27]=1)[C:4]1[CH:5]=[CH:6][CH:7]=[CH:8][CH:9]=1, predict the reactants needed to synthesize it. The reactants are: [H-].[Na+].[CH2:3]([N:10]1[C:14]2[CH:15]=[CH:16][C:17]3[N:18]([C:19]([CH3:22])=[N:20][N:21]=3)[C:13]=2[CH:12]=[C:11]1[C:23]1[NH:27][N:26]=[CH:25][CH:24]=1)[C:4]1[CH:9]=[CH:8][CH:7]=[CH:6][CH:5]=1.[CH3:28]I. (4) The reactants are: [F:1][C:2]([F:25])([F:24])[C:3]1[CH:8]=[CH:7][CH:6]=[CH:5][C:4]=1[CH2:9][NH:10][CH:11]1[CH2:16][CH2:15][N:14]([C:17]([O:19][C:20]([CH3:23])([CH3:22])[CH3:21])=[O:18])[CH2:13][CH2:12]1.C(O)(=O)C.[C:30]1(=O)[CH2:34][CH2:33][CH2:32][CH2:31]1.[Na]. Given the product [F:25][C:2]([F:24])([F:1])[C:3]1[CH:8]=[CH:7][CH:6]=[CH:5][C:4]=1[CH2:9][N:10]([CH:30]1[CH2:34][CH2:33][CH2:32][CH2:31]1)[CH:11]1[CH2:12][CH2:13][N:14]([C:17]([O:19][C:20]([CH3:22])([CH3:21])[CH3:23])=[O:18])[CH2:15][CH2:16]1, predict the reactants needed to synthesize it. (5) Given the product [F:13][C:2]([F:1])([F:12])[C:3]1[C:11]2[CH2:10][CH2:9][CH2:8][CH2:7][C:6]=2[N:5]([CH2:26][CH2:27][CH2:28][C:29]([O:31][CH3:32])=[O:30])[N:4]=1, predict the reactants needed to synthesize it. The reactants are: [F:1][C:2]([F:13])([F:12])[C:3]1[C:11]2[CH2:10][CH2:9][CH2:8][CH2:7][C:6]=2[NH:5][N:4]=1.CC(C)([O-])C.[K+].CN(C=O)C.Br[CH2:26][CH2:27][CH2:28][C:29]([O:31][CH3:32])=[O:30]. (6) Given the product [CH2:17]([C:16]1[C:20]([C:21]([OH:23])=[O:22])=[CH:14][C:5]2[C:4](=[CH:13][C:12]3[CH:11]=[CH:10][CH:9]=[CH:8][C:7]=3[CH:6]=2)[N:1]=1)[CH3:18], predict the reactants needed to synthesize it. The reactants are: [N+:1]([C:4]1[C:5]([CH:14]=O)=[CH:6][C:7]2[C:12]([CH:13]=1)=[CH:11][CH:10]=[CH:9][CH:8]=2)([O-])=O.[C:16]([CH2:20][C:21]([O:23]C)=[O:22])(=O)[CH2:17][CH3:18].Cl[Sn]Cl.C([O-])([O-])=O.[K+].[K+].[Li+].[OH-]. (7) Given the product [C:11]([O:10][C:8](=[O:9])[NH:1][C:2]1[CH:3]=[N:4][CH:5]=[CH:6][CH:7]=1)([CH3:14])([CH3:13])[CH3:12], predict the reactants needed to synthesize it. The reactants are: [NH2:1][C:2]1[CH:3]=[N:4][CH:5]=[CH:6][CH:7]=1.[C:8](O[C:8]([O:10][C:11]([CH3:14])([CH3:13])[CH3:12])=[O:9])([O:10][C:11]([CH3:14])([CH3:13])[CH3:12])=[O:9].